From a dataset of NCI-60 drug combinations with 297,098 pairs across 59 cell lines. Regression. Given two drug SMILES strings and cell line genomic features, predict the synergy score measuring deviation from expected non-interaction effect. (1) Drug 1: CC1CCC2CC(C(=CC=CC=CC(CC(C(=O)C(C(C(=CC(C(=O)CC(OC(=O)C3CCCCN3C(=O)C(=O)C1(O2)O)C(C)CC4CCC(C(C4)OC)OCCO)C)C)O)OC)C)C)C)OC. Drug 2: B(C(CC(C)C)NC(=O)C(CC1=CC=CC=C1)NC(=O)C2=NC=CN=C2)(O)O. Cell line: HS 578T. Synergy scores: CSS=62.9, Synergy_ZIP=-3.96, Synergy_Bliss=-3.89, Synergy_Loewe=-1.81, Synergy_HSA=-1.15. (2) Drug 1: C1=NC2=C(N1)C(=S)N=C(N2)N. Drug 2: C(=O)(N)NO. Cell line: K-562. Synergy scores: CSS=36.7, Synergy_ZIP=-0.0968, Synergy_Bliss=-2.31, Synergy_Loewe=-18.1, Synergy_HSA=-3.39.